This data is from Reaction yield outcomes from USPTO patents with 853,638 reactions. The task is: Predict the reaction yield, written as a fraction of the theoretical maximum amount of product (1.0 means a 100% yield; for example, 0.34 means a 34% yield). (1) The reactants are C(O[C:4]([C:6]1[S:10][C:9]([O:11][CH2:12][C:13]2[C:14]([C:19]3[CH:24]=[CH:23][CH:22]=[CH:21][CH:20]=3)=[N:15][O:16][C:17]=2[CH3:18])=[N:8][CH:7]=1)=[O:5])C.[NH2:25][C:26]([CH3:30])([CH3:29])[CH2:27][OH:28]. No catalyst specified. The product is [OH:28][CH2:27][C:26]([NH:25][C:4]([C:6]1[S:10][C:9]([O:11][CH2:12][C:13]2[C:14]([C:19]3[CH:20]=[CH:21][CH:22]=[CH:23][CH:24]=3)=[N:15][O:16][C:17]=2[CH3:18])=[N:8][CH:7]=1)=[O:5])([CH3:30])[CH3:29]. The yield is 0.230. (2) The reactants are [C:1]([O:5][C:6]([NH:8][C@H:9]([C:26]([O:28]C)=[O:27])[CH2:10][CH2:11][CH2:12][CH2:13][NH:14][C:15](=[O:25])[CH2:16][O:17][CH2:18][CH2:19][O:20][CH2:21][CH2:22][O:23][CH3:24])=[O:7])([CH3:4])([CH3:3])[CH3:2].O.[Li+].[OH-]. The catalyst is C1COCC1. The product is [C:1]([O:5][C:6]([NH:8][C@H:9]([C:26]([OH:28])=[O:27])[CH2:10][CH2:11][CH2:12][CH2:13][NH:14][C:15](=[O:25])[CH2:16][O:17][CH2:18][CH2:19][O:20][CH2:21][CH2:22][O:23][CH3:24])=[O:7])([CH3:4])([CH3:2])[CH3:3]. The yield is 0.923. (3) The yield is 1.00. The reactants are [CH2:1]([CH:3]1[CH2:7][CH:6]([CH2:8][OH:9])[CH2:5][CH:4]1[C:10]([O:12][C:13]([CH3:16])([CH3:15])[CH3:14])=[O:11])[CH3:2].[CH3:17][S:18](Cl)(=[O:20])=[O:19]. The catalyst is C(Cl)Cl. The product is [CH2:1]([CH:3]1[CH2:7][CH:6]([CH2:8][O:9][S:18]([CH3:17])(=[O:20])=[O:19])[CH2:5][CH:4]1[C:10]([O:12][C:13]([CH3:15])([CH3:14])[CH3:16])=[O:11])[CH3:2]. (4) The reactants are [O:1]=[C:2]1[C:10]2[C:5](=[CH:6][CH:7]=[CH:8][CH:9]=2)[C:4](=[O:11])[N:3]1[C@H:12]([C:18](=[O:36])[N:19]1[C@H:24]([C:25](=[O:35])[NH:26][CH2:27][CH2:28][C:29]2[CH:34]=[CH:33][CH:32]=[CH:31][CH:30]=2)[CH2:23][CH2:22][CH2:21][NH:20]1)[CH2:13][CH2:14][C:15](O)=[O:16].CN1CCOCC1.P(Cl)(Cl)(Cl)(Cl)Cl. The catalyst is C1COCC1. The product is [CH2:27]([NH:26][C:25]([C@H:24]1[N:19]2[C:18](=[O:36])[C@@H:12]([N:3]3[C:4](=[O:11])[C:5]4[C:10](=[CH:9][CH:8]=[CH:7][CH:6]=4)[C:2]3=[O:1])[CH2:13][CH2:14][C:15](=[O:16])[N:20]2[CH2:21][CH2:22][CH2:23]1)=[O:35])[CH2:28][C:29]1[CH:30]=[CH:31][CH:32]=[CH:33][CH:34]=1. The yield is 0.436. (5) The reactants are [F:1][C:2]1([F:10])[CH2:5][CH:4]([S:6]([O-])(=[O:8])=[O:7])[CH2:3]1.[K+].S(Cl)([Cl:14])=O. The catalyst is CN(C=O)C. The product is [F:1][C:2]1([F:10])[CH2:5][CH:4]([S:6]([Cl:14])(=[O:8])=[O:7])[CH2:3]1. The yield is 1.00. (6) The reactants are [CH3:1][CH:2]([NH:10][C:11]([C:13]1[C:21]2[C:16](=[N:17][CH:18]=[C:19]([C:22]3[C:30]4[C:25](=[CH:26][C:27]([F:31])=[CH:28][CH:29]=4)[NH:24][N:23]=3)[N:20]=2)[N:15]([CH2:32][O:33][CH2:34][CH2:35][Si:36]([CH3:39])([CH3:38])[CH3:37])[CH:14]=1)=[O:12])[CH2:3][C:4]1[CH:9]=[CH:8][CH:7]=[CH:6][N:5]=1.[H-].[Na+].Cl.Br[CH2:44][CH2:45][N:46]1[CH2:50][CH2:49][CH2:48][CH2:47]1. The catalyst is CN(C=O)C. The product is [CH3:1][CH:2]([NH:10][C:11]([C:13]1[C:21]2[C:16](=[N:17][CH:18]=[C:19]([C:22]3[C:30]4[C:25](=[CH:26][C:27]([F:31])=[CH:28][CH:29]=4)[N:24]([CH2:44][CH2:45][N:46]4[CH2:50][CH2:49][CH2:48][CH2:47]4)[N:23]=3)[N:20]=2)[N:15]([CH2:32][O:33][CH2:34][CH2:35][Si:36]([CH3:37])([CH3:39])[CH3:38])[CH:14]=1)=[O:12])[CH2:3][C:4]1[CH:9]=[CH:8][CH:7]=[CH:6][N:5]=1. The yield is 0.910. (7) The reactants are [Cl:1][C:2]1[C:3]([CH3:22])=[C:4]2[C:9](=[CH:10][C:11]=1[CH3:12])[O:8][CH:7]([C:13]([F:16])([F:15])[F:14])[C:6]([C:17]([O:19]CC)=[O:18])=[CH:5]2.[OH-].[Na+].Cl. The catalyst is CCO.O. The product is [Cl:1][C:2]1[C:3]([CH3:22])=[C:4]2[C:9](=[CH:10][C:11]=1[CH3:12])[O:8][CH:7]([C:13]([F:16])([F:14])[F:15])[C:6]([C:17]([OH:19])=[O:18])=[CH:5]2. The yield is 0.950.